Dataset: Reaction yield outcomes from USPTO patents with 853,638 reactions. Task: Predict the reaction yield, written as a fraction of the theoretical maximum amount of product (1.0 means a 100% yield; for example, 0.34 means a 34% yield). The reactants are [CH3:1][O:2][C:3]1[CH:30]=[CH:29][C:6]([CH2:7][N:8]2[CH:12]=[C:11]([C:13]3[CH:18]=[CH:17][N+:16]([O-])=[CH:15][CH:14]=3)[C:10]([C:20]3[CH:25]=[CH:24][CH:23]=[C:22]([N+:26]([O-:28])=[O:27])[CH:21]=3)=[N:9]2)=[CH:5][CH:4]=1.[C:31]([NH2:35])([CH3:34])([CH3:33])[CH3:32].C1(C)C=CC(S(OS(C2C=CC(C)=CC=2)(=O)=O)(=O)=O)=CC=1. The catalyst is FC(C1C=CC=CC=1)(F)F.ClCCl. The product is [C:31]([NH:35][C:15]1[CH:14]=[C:13]([C:11]2[C:10]([C:20]3[CH:25]=[CH:24][CH:23]=[C:22]([N+:26]([O-:28])=[O:27])[CH:21]=3)=[N:9][N:8]([CH2:7][C:6]3[CH:29]=[CH:30][C:3]([O:2][CH3:1])=[CH:4][CH:5]=3)[CH:12]=2)[CH:18]=[CH:17][N:16]=1)([CH3:34])([CH3:33])[CH3:32]. The yield is 0.750.